Dataset: Peptide-MHC class I binding affinity with 185,985 pairs from IEDB/IMGT. Task: Regression. Given a peptide amino acid sequence and an MHC pseudo amino acid sequence, predict their binding affinity value. This is MHC class I binding data. (1) The peptide sequence is YGDTEAICR. The MHC is HLA-B40:01 with pseudo-sequence HLA-B40:01. The binding affinity (normalized) is 0.0847. (2) The peptide sequence is ALERLLSLKK. The MHC is HLA-A68:01 with pseudo-sequence HLA-A68:01. The binding affinity (normalized) is 0.149. (3) The peptide sequence is SSQVLQQSTY. The MHC is HLA-B08:01 with pseudo-sequence HLA-B08:01. The binding affinity (normalized) is 0. (4) The peptide sequence is YAATNDDNI. The MHC is H-2-Db with pseudo-sequence H-2-Db. The binding affinity (normalized) is 0.719. (5) The peptide sequence is WPEIVGAIV. The MHC is HLA-B18:01 with pseudo-sequence HLA-B18:01. The binding affinity (normalized) is 0.310. (6) The peptide sequence is MEDTGEAREV. The MHC is Mamu-A11 with pseudo-sequence Mamu-A11. The binding affinity (normalized) is 0.400. (7) The binding affinity (normalized) is 0.0847. The MHC is HLA-A68:02 with pseudo-sequence HLA-A68:02. The peptide sequence is QAFEAGIDF. (8) The peptide sequence is SVTKSSSWK. The MHC is HLA-A33:01 with pseudo-sequence HLA-A33:01. The binding affinity (normalized) is 0. (9) The MHC is HLA-A68:02 with pseudo-sequence HLA-A68:02. The binding affinity (normalized) is 0.787. The peptide sequence is YLSSVLLAL.